From a dataset of Full USPTO retrosynthesis dataset with 1.9M reactions from patents (1976-2016). Predict the reactants needed to synthesize the given product. Given the product [OH:1][CH2:2][CH2:3][N:4]([CH3:32])[C:5]1[CH:10]=[C:9]([CH:11]2[CH2:12][CH2:13][N:14]([C:17]([O:19][C:20]([CH3:22])([CH3:23])[CH3:21])=[O:18])[CH2:15][CH2:16]2)[CH:8]=[C:7]([NH:24][C:25]2[CH:30]=[C:29]([CH3:31])[CH:28]=[CH:27][N:26]=2)[N:6]=1, predict the reactants needed to synthesize it. The reactants are: [OH:1][CH2:2][CH2:3][N:4]([CH3:32])[C:5]1[CH:10]=[C:9]([C:11]2[CH2:16][CH2:15][N:14]([C:17]([O:19][C:20]([CH3:23])([CH3:22])[CH3:21])=[O:18])[CH2:13][CH:12]=2)[CH:8]=[C:7]([NH:24][C:25]2[CH:30]=[C:29]([CH3:31])[CH:28]=[CH:27][N:26]=2)[N:6]=1.